Dataset: Forward reaction prediction with 1.9M reactions from USPTO patents (1976-2016). Task: Predict the product of the given reaction. (1) Given the reactants Cl.[NH2:2][CH:3]1[CH2:7][CH2:6][N:5]([C:8]2[N:9]=[C:10]([NH:17][C:18]3[CH:23]=[CH:22][C:21]([O:24][CH3:25])=[C:20]([O:26][CH3:27])[CH:19]=3)[C:11]3[N:16]=[CH:15][S:14][C:12]=3[N:13]=2)[CH2:4]1.[O:28]=[C:29]1[CH2:37][C:36]2[C:31](=[CH:32][C:33]([C:38](O)=[O:39])=[CH:34][CH:35]=2)[NH:30]1.CCN=C=NCCCN(C)C.CN1C=CN=C1, predict the reaction product. The product is: [CH3:27][O:26][C:20]1[CH:19]=[C:18]([NH:17][C:10]2[C:11]3[N:16]=[CH:15][S:14][C:12]=3[N:13]=[C:8]([N:5]3[CH2:6][CH2:7][CH:3]([NH:2][C:38]([C:33]4[CH:32]=[C:31]5[C:36]([CH2:37][C:29](=[O:28])[NH:30]5)=[CH:35][CH:34]=4)=[O:39])[CH2:4]3)[N:9]=2)[CH:23]=[CH:22][C:21]=1[O:24][CH3:25]. (2) Given the reactants C([Li])CCC.[C:6]([Si:10]([O:13][CH2:14][C:15]1[CH:20]=[C:19]([O:21][CH2:22][CH3:23])[C:18](I)=[C:17]([O:25][CH2:26][CH3:27])[CH:16]=1)([CH3:12])[CH3:11])([CH3:9])([CH3:8])[CH3:7].C[Si]([O:32][B:33](O[Si](C)(C)C)[O:34][Si](C)(C)C)(C)C.C(=O)([O-])O.[Na+].Cl, predict the reaction product. The product is: [Si:10]([O:13][CH2:14][C:15]1[CH:20]=[C:19]([O:21][CH2:22][CH3:23])[C:18]([B:33]([OH:34])[OH:32])=[C:17]([O:25][CH2:26][CH3:27])[CH:16]=1)([C:6]([CH3:9])([CH3:8])[CH3:7])([CH3:12])[CH3:11]. (3) Given the reactants [CH:1]1([S:4]([C:7]2[CH:12]=[CH:11][C:10](/[C:13](=[CH:25]\[CH:26]3[CH2:31][CH2:30][O:29][CH2:28][CH2:27]3)/[C:14](=O)[CH2:15][CH2:16][C:17]([C:19]3[S:20][CH:21]=[CH:22][N:23]=3)=O)=[CH:9][CH:8]=2)(=[O:6])=[O:5])[CH2:3][CH2:2]1.C([O-])(=O)C.[NH4+:36], predict the reaction product. The product is: [CH:1]1([S:4]([C:7]2[CH:8]=[CH:9][C:10](/[C:13](/[C:14]3[NH:36][C:17]([C:19]4[S:20][CH:21]=[CH:22][N:23]=4)=[CH:16][CH:15]=3)=[CH:25]\[CH:26]3[CH2:27][CH2:28][O:29][CH2:30][CH2:31]3)=[CH:11][CH:12]=2)(=[O:5])=[O:6])[CH2:3][CH2:2]1.